This data is from NCI-60 drug combinations with 297,098 pairs across 59 cell lines. The task is: Regression. Given two drug SMILES strings and cell line genomic features, predict the synergy score measuring deviation from expected non-interaction effect. (1) Drug 1: CC1C(C(CC(O1)OC2CC(CC3=C2C(=C4C(=C3O)C(=O)C5=C(C4=O)C(=CC=C5)OC)O)(C(=O)C)O)N)O.Cl. Drug 2: CC1=CC=C(C=C1)C2=CC(=NN2C3=CC=C(C=C3)S(=O)(=O)N)C(F)(F)F. Cell line: T-47D. Synergy scores: CSS=25.1, Synergy_ZIP=-6.39, Synergy_Bliss=1.12, Synergy_Loewe=1.43, Synergy_HSA=1.87. (2) Drug 1: CC1=C2C(C(=O)C3(C(CC4C(C3C(C(C2(C)C)(CC1OC(=O)C(C(C5=CC=CC=C5)NC(=O)OC(C)(C)C)O)O)OC(=O)C6=CC=CC=C6)(CO4)OC(=O)C)OC)C)OC. Drug 2: CC12CCC(CC1=CCC3C2CCC4(C3CC=C4C5=CN=CC=C5)C)O. Cell line: EKVX. Synergy scores: CSS=57.7, Synergy_ZIP=13.2, Synergy_Bliss=11.6, Synergy_Loewe=-22.1, Synergy_HSA=11.2. (3) Drug 1: C1=CN(C(=O)N=C1N)C2C(C(C(O2)CO)O)O.Cl. Drug 2: C1=CC=C(C=C1)NC(=O)CCCCCCC(=O)NO. Cell line: PC-3. Synergy scores: CSS=10.9, Synergy_ZIP=-5.65, Synergy_Bliss=-2.13, Synergy_Loewe=-5.24, Synergy_HSA=-2.26.